Dataset: Reaction yield outcomes from USPTO patents with 853,638 reactions. Task: Predict the reaction yield, written as a fraction of the theoretical maximum amount of product (1.0 means a 100% yield; for example, 0.34 means a 34% yield). (1) The reactants are [Cl:1][C:2]1[CH:10]=[CH:9][C:5]2[O:6][CH2:7][O:8][C:4]=2[C:3]=1[NH:11][C:12]1[C:20]2[C:19]3[CH2:21][NH:22][CH2:23][CH2:24][C:18]=3[NH:17][C:16]=2[N:15]=[CH:14][CH:13]=1.CCN(C(C)C)C(C)C.[CH:34]1([C:40](Cl)=[O:41])[CH2:39][CH2:38][CH2:37][CH2:36][CH2:35]1. The catalyst is ClCCCl. The product is [Cl:1][C:2]1[CH:10]=[CH:9][C:5]2[O:6][CH2:7][O:8][C:4]=2[C:3]=1[NH:11][C:12]1[C:20]2[C:19]3[CH2:21][N:22]([C:40]([CH:34]4[CH2:39][CH2:38][CH2:37][CH2:36][CH2:35]4)=[O:41])[CH2:23][CH2:24][C:18]=3[NH:17][C:16]=2[N:15]=[CH:14][CH:13]=1. The yield is 0.330. (2) The reactants are [Li]CCCC.[Si]([CH:10]=[N+:11]=[N-:12])(C)(C)C.[O:13]=[C:14]1[N:18]([C:19]([O:21][C:22]([CH3:25])([CH3:24])[CH3:23])=[O:20])[C@H:17]([C:26]([O:28][CH2:29][CH3:30])=[O:27])[CH2:16][CH2:15]1. The catalyst is C1COCC1. The product is [C:22]([O:21][C:19]([NH:18][C@@H:17]([CH2:16][CH2:15][C:14](=[O:13])[CH:10]=[N+:11]=[N-:12])[C:26]([O:28][CH2:29][CH3:30])=[O:27])=[O:20])([CH3:23])([CH3:25])[CH3:24]. The yield is 0.750. (3) The reactants are [C:1]([S:4][C:5]1[S:9][C:8]([NH:10][C:11](=[O:13])[CH3:12])=[N:7][CH:6]=1)(=O)[CH3:2].CC(C)([O-])C.[K+].BrCC1[O:23][C:24]([CH3:28])=[C:25]([CH3:27])[N:26]=1.C([O-])(O)=O.[Na+]. The catalyst is C1COCC1. The product is [CH3:27][C:25]1[N:26]=[C:2]([CH2:1][S:4][C:5]2[S:9][C:8]([NH:10][C:11](=[O:13])[CH3:12])=[N:7][CH:6]=2)[O:23][C:24]=1[CH3:28]. The yield is 0.230. (4) The reactants are [H-].[Na+].[CH2:3]([C:9]1[CH:14]=[CH:13][C:12]([OH:15])=[CH:11][CH:10]=1)[CH2:4][CH2:5][CH2:6][CH2:7][CH3:8].Cl[C:17]1[N:18]([CH3:30])[C:19](=[O:29])[CH:20]=[C:21]([C:23]2[CH:28]=[CH:27][N:26]=[CH:25][N:24]=2)[N:22]=1.O. The catalyst is CN(C)C=O. The product is [CH2:3]([C:9]1[CH:10]=[CH:11][C:12]([O:15][C:17]2[N:18]([CH3:30])[C:19](=[O:29])[CH:20]=[C:21]([C:23]3[CH:28]=[CH:27][N:26]=[CH:25][N:24]=3)[N:22]=2)=[CH:13][CH:14]=1)[CH2:4][CH2:5][CH2:6][CH2:7][CH3:8]. The yield is 0.750. (5) The reactants are [F:1][C:2]([F:21])([F:20])[CH:3]([OH:19])[CH2:4][CH:5]1[CH2:10][CH2:9][CH:8]([C:11]2[CH:16]=[CH:15][C:14]([O:17][CH3:18])=[CH:13][CH:12]=2)[CH2:7][CH2:6]1.C(=O)(O)[O-].[Na+].CC(OI1(OC(C)=O)(OC(C)=O)OC(=O)C2C=CC=CC1=2)=O. The catalyst is C(Cl)Cl. The product is [F:1][C:2]([F:20])([F:21])[C:3](=[O:19])[CH2:4][CH:5]1[CH2:10][CH2:9][CH:8]([C:11]2[CH:16]=[CH:15][C:14]([O:17][CH3:18])=[CH:13][CH:12]=2)[CH2:7][CH2:6]1. The yield is 0.630. (6) The reactants are [O:1]=[S:2]1(=[O:23])[CH2:7][CH2:6][N:5]([CH2:8][CH2:9][NH:10][S:11]([C:14]2[CH:19]=[CH:18][CH:17]=[CH:16][C:15]=2[N+:20]([O-:22])=[O:21])(=[O:13])=[O:12])[CH2:4][CH2:3]1.C(=O)([O-])[O-].[Cs+].[Cs+].Br[CH2:31][CH2:32][CH2:33][O:34][CH3:35].C(OCC)(=O)C. The catalyst is CN(C=O)C.O. The product is [O:23]=[S:2]1(=[O:1])[CH2:7][CH2:6][N:5]([CH2:8][CH2:9][N:10]([CH2:31][CH2:32][CH2:33][O:34][CH3:35])[S:11]([C:14]2[CH:19]=[CH:18][CH:17]=[CH:16][C:15]=2[N+:20]([O-:22])=[O:21])(=[O:12])=[O:13])[CH2:4][CH2:3]1. The yield is 1.09. (7) The reactants are [Br:1]Br.[CH3:3][O:4][C:5]1[CH:21]=[CH:20][C:8]([CH2:9][N:10]2[C:14]3[N:15]=[CH:16][CH:17]=[C:18]([OH:19])[C:13]=3[CH:12]=[N:11]2)=[CH:7][CH:6]=1.C(=O)(O)[O-].[Na+].Cl. The catalyst is C(O)C. The product is [Br:1][C:17]1[CH:16]=[N:15][C:14]2[N:10]([CH2:9][C:8]3[CH:7]=[CH:6][C:5]([O:4][CH3:3])=[CH:21][CH:20]=3)[N:11]=[CH:12][C:13]=2[C:18]=1[OH:19]. The yield is 0.870. (8) The reactants are [CH:1]1[C:14]2[C:5](=[CH:6][C:7]3[C:12]([C:13]=2[C:15]([N:17]2[CH2:22][CH2:21][CH:20]([N:23]4[CH2:36][C:27]5([C:31](=[O:32])[N:30]([CH2:33][CH3:34])[CH:29]([CH3:35])[CH2:28]5)[N:26](C(=O)C(F)(F)F)[CH2:25][CH2:24]4)[CH2:19][CH2:18]2)=[O:16])=[CH:11][CH:10]=[CH:9][CH:8]=3)[CH:4]=[CH:3][CH:2]=1.C(=O)([O-])[O-].[K+].[K+].CO.O. The catalyst is C(OCC)(=O)C. The product is [CH:1]1[C:14]2[C:5](=[CH:6][C:7]3[C:12]([C:13]=2[C:15]([N:17]2[CH2:18][CH2:19][CH:20]([N:23]4[CH2:36][C:27]5([C:31](=[O:32])[N:30]([CH2:33][CH3:34])[CH:29]([CH3:35])[CH2:28]5)[NH:26][CH2:25][CH2:24]4)[CH2:21][CH2:22]2)=[O:16])=[CH:11][CH:10]=[CH:9][CH:8]=3)[CH:4]=[CH:3][CH:2]=1. The yield is 0.980.